The task is: Regression. Given a peptide amino acid sequence and an MHC pseudo amino acid sequence, predict their binding affinity value. This is MHC class I binding data.. This data is from Peptide-MHC class I binding affinity with 185,985 pairs from IEDB/IMGT. (1) The peptide sequence is LITEQFLCY. The MHC is HLA-A02:19 with pseudo-sequence HLA-A02:19. The binding affinity (normalized) is 0.0847. (2) The peptide sequence is HIKTIAVSV. The MHC is HLA-A02:01 with pseudo-sequence HLA-A02:01. The binding affinity (normalized) is 0.357. (3) The peptide sequence is SAMIHPGRIV. The MHC is H-2-Kb with pseudo-sequence H-2-Kb. The binding affinity (normalized) is 0.149. (4) The peptide sequence is NITTLLNETA. The MHC is HLA-A68:02 with pseudo-sequence HLA-A68:02. The binding affinity (normalized) is 0.311. (5) The binding affinity (normalized) is 1.00. The peptide sequence is VVAMRHLSL. The MHC is HLA-B08:01 with pseudo-sequence HLA-B08:01. (6) The peptide sequence is ILFSYDELV. The MHC is HLA-A02:01 with pseudo-sequence HLA-A02:01. The binding affinity (normalized) is 0.841. (7) The peptide sequence is DTLKVGNTY. The MHC is HLA-A69:01 with pseudo-sequence HLA-A69:01. The binding affinity (normalized) is 0.0847. (8) The binding affinity (normalized) is 0.0847. The peptide sequence is WLYDLWGQL. The MHC is HLA-A25:01 with pseudo-sequence HLA-A25:01. (9) The peptide sequence is VINRVSENT. The MHC is HLA-A68:02 with pseudo-sequence HLA-A68:02. The binding affinity (normalized) is 0. (10) The peptide sequence is LAMATMDLI. The MHC is H-2-Db with pseudo-sequence H-2-Db. The binding affinity (normalized) is 0.153.